From a dataset of Full USPTO retrosynthesis dataset with 1.9M reactions from patents (1976-2016). Predict the reactants needed to synthesize the given product. (1) Given the product [CH3:27][N:19]([C:15]1[CH:16]=[N:17][CH:18]=[C:13]([C:10]2[CH:11]=[CH:12][C:7]3[O:6][C:5](=[O:26])[N:4]([CH3:3])[C:8]=3[CH:9]=2)[CH:14]=1)[S:20]([CH:23]1[CH2:25][CH2:24]1)(=[O:22])=[O:21], predict the reactants needed to synthesize it. The reactants are: IC.[CH3:3][N:4]1[C:8]2[CH:9]=[C:10]([C:13]3[CH:14]=[C:15]([NH:19][S:20]([CH:23]4[CH2:25][CH2:24]4)(=[O:22])=[O:21])[CH:16]=[N:17][CH:18]=3)[CH:11]=[CH:12][C:7]=2[O:6][C:5]1=[O:26].[C:27](=O)([O-])[O-].[K+].[K+]. (2) Given the product [CH:22]([N:21]([CH:25]([CH3:26])[CH3:27])[CH2:20][CH2:19][C@@H:18]([C:13]1[CH:12]=[C:11]([CH2:10][CH2:9][O:8][C:7]2[CH:6]=[CH:5][C:4]([CH2:3][CH2:2][NH:1][C:39](=[O:40])[C:38]3[CH:42]=[CH:43][C:44]([OH:46])=[CH:45][C:37]=3[F:36])=[CH:35][CH:34]=2)[CH:16]=[CH:15][C:14]=1[OH:17])[C:28]1[CH:29]=[CH:30][CH:31]=[CH:32][CH:33]=1)([CH3:24])[CH3:23], predict the reactants needed to synthesize it. The reactants are: [NH2:1][CH2:2][CH2:3][C:4]1[CH:35]=[CH:34][C:7]([O:8][CH2:9][CH2:10][C:11]2[CH:16]=[CH:15][C:14]([OH:17])=[C:13]([C@@H:18]([C:28]3[CH:33]=[CH:32][CH:31]=[CH:30][CH:29]=3)[CH2:19][CH2:20][N:21]([CH:25]([CH3:27])[CH3:26])[CH:22]([CH3:24])[CH3:23])[CH:12]=2)=[CH:6][CH:5]=1.[F:36][C:37]1[CH:45]=[C:44]([OH:46])[CH:43]=[CH:42][C:38]=1[C:39](O)=[O:40]. (3) Given the product [C:7]([O:6][C:2]1([CH3:1])[CH2:5][CH2:4][CH2:3]1)(=[O:9])[CH3:8], predict the reactants needed to synthesize it. The reactants are: [CH3:1][C:2]1([OH:6])[CH2:5][CH2:4][CH2:3]1.[C:7](OC(=O)C)(=[O:9])[CH3:8]. (4) Given the product [Br:12][C:3]1[CH:4]=[C:5]([CH:10]=[CH:11][C:2]=1[NH:1][CH:23]=[C:18]1[C:19](=[O:20])[O:21][C:14]([CH3:22])([CH3:13])[O:15][C:16]1=[O:17])[C:6]([O:8][CH3:9])=[O:7], predict the reactants needed to synthesize it. The reactants are: [NH2:1][C:2]1[CH:11]=[CH:10][C:5]([C:6]([O:8][CH3:9])=[O:7])=[CH:4][C:3]=1[Br:12].[CH3:13][C:14]1([CH3:22])[O:21][C:19](=[O:20])[CH2:18][C:16](=[O:17])[O:15]1.[CH:23](OCC)(OCC)OCC. (5) The reactants are: [Li]CCCC.[Cl:6][C:7]1[CH:12]=[C:11]([F:13])[CH:10]=[C:9]([Cl:14])[C:8]=1[S:15][CH2:16][CH3:17].[C:18](=[O:20])=[O:19].[OH-].[Na+]. Given the product [Cl:14][C:9]1[C:8]([S:15][CH2:16][CH3:17])=[C:7]([Cl:6])[CH:12]=[C:11]([F:13])[C:10]=1[C:18]([OH:20])=[O:19], predict the reactants needed to synthesize it. (6) Given the product [C:22]([O:26][N:27]=[C:28]([CH2:30][O:31][CH2:32][CH2:33][CH2:34][CH2:35][O:15][C:3]1[C:2]([Cl:1])=[CH:7][C:6]([O:8][CH2:9][CH:10]=[C:11]([Cl:13])[Cl:12])=[CH:5][C:4]=1[Cl:14])[CH3:29])([CH3:25])([CH3:24])[CH3:23], predict the reactants needed to synthesize it. The reactants are: [Cl:1][C:2]1[CH:7]=[C:6]([O:8][CH2:9][CH:10]=[C:11]([Cl:13])[Cl:12])[CH:5]=[C:4]([Cl:14])[C:3]=1[OH:15].C(=O)([O-])[O-].[K+].[K+].[C:22]([O:26][N:27]=[C:28]([CH2:30][O:31][CH2:32][CH2:33][CH2:34][CH2:35]OS(C)(=O)=O)[CH3:29])([CH3:25])([CH3:24])[CH3:23].Cl.